Dataset: Catalyst prediction with 721,799 reactions and 888 catalyst types from USPTO. Task: Predict which catalyst facilitates the given reaction. (1) Reactant: [Cl:1][C:2]1[CH:3]=[C:4]([NH:17][C:18]2[C:27]3[C:22](=[CH:23][CH:24]=[C:25]([C:28]4[O:29][C:30]([CH:33]=O)=[CH:31][CH:32]=4)[CH:26]=3)[N:21]=[CH:20][N:19]=2)[CH:5]=[CH:6][C:7]=1[O:8][CH2:9][C:10]1[CH:15]=[CH:14][CH:13]=[C:12]([F:16])[CH:11]=1.[NH2:35][C@H:36](C(O)=O)[C@@H](C)O.[C:43]([O:46][BH-]([O:46][C:43](=[O:45])[CH3:44])[O:46][C:43](=[O:45])[CH3:44])(=[O:45])[CH3:44].[Na+].[OH-].[Na+].Cl.O1CCC[CH2:61]1. Product: [Cl:1][C:2]1[CH:3]=[C:4]([NH:17][C:18]2[C:27]3[C:22](=[CH:23][CH:24]=[C:25]([C:28]4[O:29][C:30]([CH2:33][NH:35][CH2:36][CH:44]([C:43]([OH:46])=[O:45])[CH3:61])=[CH:31][CH:32]=4)[CH:26]=3)[N:21]=[CH:20][N:19]=2)[CH:5]=[CH:6][C:7]=1[O:8][CH2:9][C:10]1[CH:15]=[CH:14][CH:13]=[C:12]([F:16])[CH:11]=1. The catalyst class is: 32. (2) Reactant: [NH2:1][C:2]1[CH:10]=[C:9]2[C:5]([C:6]([C:14]3[CH:19]=[C:18]([F:20])[C:17]([F:21])=[C:16]([F:22])[CH:15]=3)=[CH:7][N:8]2[CH:11]([CH3:13])[CH3:12])=[CH:4][CH:3]=1.ClCCl.N1C=CC=CC=1.[CH3:32][S:33](Cl)(=[O:35])=[O:34]. Product: [CH:11]([N:8]1[C:9]2[C:5](=[CH:4][CH:3]=[C:2]([NH:1][S:33]([CH3:32])(=[O:35])=[O:34])[CH:10]=2)[C:6]([C:14]2[CH:19]=[C:18]([F:20])[C:17]([F:21])=[C:16]([F:22])[CH:15]=2)=[CH:7]1)([CH3:13])[CH3:12]. The catalyst class is: 13. (3) The catalyst class is: 1. Reactant: [CH3:1][Mg+].[Br-].[Br:4][C:5]1[CH:6]=[N:7][CH:8]=[CH:9][C:10]=1[C:11](N(C)OC)=[O:12]. Product: [Br:4][C:5]1[CH:6]=[N:7][CH:8]=[CH:9][C:10]=1[C:11](=[O:12])[CH3:1]. (4) The catalyst class is: 35. Product: [Cl:1][C:2]1[C:7]2[CH:8]=[CH:9][N:10]([CH3:11])[C:6]=2[C:5]([C:12]([N:38]2[CH2:43][CH2:42][O:41][CH2:40][CH2:39]2)=[O:14])=[CH:4][N:3]=1. Reactant: [Cl:1][C:2]1[C:7]2[CH:8]=[CH:9][N:10]([CH3:11])[C:6]=2[C:5]([C:12]([OH:14])=O)=[CH:4][N:3]=1.CN(C)CCCN=C=NCC.ON1C2C=CC=CC=2N=N1.C([N:38]1[CH2:43][CH2:42][O:41][CH2:40][CH2:39]1)C.N1CCOCC1.